Dataset: Catalyst prediction with 721,799 reactions and 888 catalyst types from USPTO. Task: Predict which catalyst facilitates the given reaction. (1) Reactant: [CH:1]1([C:4]([NH:6][C:7]2[CH:16]=[C:15]3[C:10]([CH:11]=[C:12]([C:19]4[CH:24]=[C:23]([F:25])[CH:22]=[CH:21][C:20]=4[CH3:26])[N+:13]([O-])=[C:14]3[CH3:17])=[CH:9][N:8]=2)=[O:5])[CH2:3][CH2:2]1.FC(F)(F)C(OC(=O)C(F)(F)F)=[O:30]. Product: [F:25][C:23]1[CH:22]=[CH:21][C:20]([CH3:26])=[C:19]([C:12]2[CH:11]=[C:10]3[C:15]([CH:16]=[C:7]([NH:6][C:4]([CH:1]4[CH2:3][CH2:2]4)=[O:5])[N:8]=[CH:9]3)=[C:14]([CH2:17][OH:30])[N:13]=2)[CH:24]=1. The catalyst class is: 4. (2) Reactant: C[Al](C)C.[CH:5]1([NH2:8])[CH2:7][CH2:6]1.C[O:10][C:11](=O)[C:12]1[CH:17]=[CH:16][C:15]([NH:18][CH2:19][C:20]2[C:21]([C:26]3[CH:31]=[CH:30][C:29]([F:32])=[CH:28][CH:27]=3)=[N:22][O:23][C:24]=2[CH3:25])=[N:14][CH:13]=1.C(C(C(C([O-])=O)O)O)([O-])=O.[K+].[Na+]. Product: [CH:5]1([NH:8][C:11](=[O:10])[C:12]2[CH:17]=[CH:16][C:15]([NH:18][CH2:19][C:20]3[C:21]([C:26]4[CH:27]=[CH:28][C:29]([F:32])=[CH:30][CH:31]=4)=[N:22][O:23][C:24]=3[CH3:25])=[N:14][CH:13]=2)[CH2:7][CH2:6]1. The catalyst class is: 12. (3) Reactant: [N+:1]([C:4]1[CH:9]=[CH:8][C:7]([C:10]2[CH2:14][CH2:13][NH:12][N:11]=2)=[CH:6][CH:5]=1)([O-:3])=[O:2].[CH3:15][C:16]([O:19][C:20](O[C:20]([O:19][C:16]([CH3:18])([CH3:17])[CH3:15])=[O:21])=[O:21])([CH3:18])[CH3:17].O. Product: [C:16]([O:19][C:20]([N:12]1[CH2:13][CH2:14][C:10]([C:7]2[CH:6]=[CH:5][C:4]([N+:1]([O-:3])=[O:2])=[CH:9][CH:8]=2)=[N:11]1)=[O:21])([CH3:18])([CH3:17])[CH3:15]. The catalyst class is: 230. (4) Reactant: Cl.C(N=C=NCCCN(C)C)C.[O:13]=[C:14]1[N:19]([C:20]2[CH:25]=[CH:24][C:23]([O:26][CH2:27][C:28]([F:31])([F:30])[F:29])=[CH:22][CH:21]=2)[C:18]([S:32][CH2:33][CH2:34][CH2:35][C:36](O)=[O:37])=[N:17][C:16]2[CH:39]=[CH:40][NH:41][C:15]1=2.[NH:42]1[CH2:47][CH2:46][O:45][CH2:44][CH2:43]1.ON1C2C=CC=CC=2N=N1. Product: [N:42]1([C:36](=[O:37])[CH2:35][CH2:34][CH2:33][S:32][C:18]2[N:19]([C:20]3[CH:25]=[CH:24][C:23]([O:26][CH2:27][C:28]([F:31])([F:30])[F:29])=[CH:22][CH:21]=3)[C:14](=[O:13])[C:15]3[NH:41][CH:40]=[CH:39][C:16]=3[N:17]=2)[CH2:47][CH2:46][O:45][CH2:44][CH2:43]1. The catalyst class is: 9. (5) Reactant: [F:1][C:2]1[CH:7]=[CH:6][C:5]([N+:8]([O-:10])=[O:9])=[CH:4][C:3]=1[C:11]([CH3:13])=[CH2:12].O.C1C=C(Cl)C=C(C(OO)=[O:23])C=1. Product: [F:1][C:2]1[CH:7]=[CH:6][C:5]([N+:8]([O-:10])=[O:9])=[CH:4][C:3]=1[C:11]1([CH3:13])[CH2:12][O:23]1. The catalyst class is: 4.